Predict which catalyst facilitates the given reaction. From a dataset of Catalyst prediction with 721,799 reactions and 888 catalyst types from USPTO. (1) Reactant: [CH2:1]([O:8][C:9]1[C:14]([F:15])=[CH:13][C:12]([C:16]2[N:20]([C:21]3[CH:26]=[CH:25][C:24]([Cl:27])=[CH:23][C:22]=3[Cl:28])[N:19]=[C:18]([C:29]([OH:31])=O)[C:17]=2[CH3:32])=[CH:11][C:10]=1[F:33])[C:2]1[CH:7]=[CH:6][CH:5]=[CH:4][CH:3]=1.C(Cl)(=O)C(Cl)=O.CCN(CC)CC.[NH2:47][N:48]1[CH2:53][CH2:52][CH2:51][CH2:50][CH2:49]1. Product: [N:48]1([NH:47][C:29]([C:18]2[C:17]([CH3:32])=[C:16]([C:12]3[CH:13]=[C:14]([F:15])[C:9]([O:8][CH2:1][C:2]4[CH:7]=[CH:6][CH:5]=[CH:4][CH:3]=4)=[C:10]([F:33])[CH:11]=3)[N:20]([C:21]3[CH:26]=[CH:25][C:24]([Cl:27])=[CH:23][C:22]=3[Cl:28])[N:19]=2)=[O:31])[CH2:53][CH2:52][CH2:51][CH2:50][CH2:49]1. The catalyst class is: 139. (2) Reactant: C(OC([NH:6][C:7]1[CH:8]=[C:9]2[C:14](=[CH:15][CH:16]=1)[C:13]([CH3:17])=[N:12][CH:11]=[CH:10]2)=O)C.[OH-].[Na+].[Cl-].[NH4+]. Product: [NH2:6][C:7]1[CH:8]=[C:9]2[C:14](=[CH:15][CH:16]=1)[C:13]([CH3:17])=[N:12][CH:11]=[CH:10]2. The catalyst class is: 8. (3) Product: [S:21]1[C:17]2[CH:16]=[C:15]([NH:14][C:2]3[CH:9]=[C:8]([NH:10][CH:11]([CH3:13])[CH3:12])[C:5]([C:6]#[N:7])=[CH:4][N:3]=3)[CH:23]=[CH:22][C:18]=2[N:19]=[CH:20]1. The catalyst class is: 488. Reactant: Cl[C:2]1[CH:9]=[C:8]([NH:10][CH:11]([CH3:13])[CH3:12])[C:5]([C:6]#[N:7])=[CH:4][N:3]=1.[NH2:14][C:15]1[CH:23]=[CH:22][C:18]2[N:19]=[CH:20][S:21][C:17]=2[CH:16]=1.CC1(C)C2C(=C(P(C3C=CC=CC=3)C3C=CC=CC=3)C=CC=2)OC2C(P(C3C=CC=CC=3)C3C=CC=CC=3)=CC=CC1=2.C([O-])([O-])=O.[Na+].[Na+].